Dataset: Catalyst prediction with 721,799 reactions and 888 catalyst types from USPTO. Task: Predict which catalyst facilitates the given reaction. Reactant: C[O:2][C:3]([C:5]1[S:6][C:7]([C:38]#[C:39][C:40]([CH3:43])([CH3:42])[CH3:41])=[CH:8][C:9]=1[N:10]([C:28](=[O:37])[C:29]1[CH:34]=[CH:33][C:32]([CH3:35])=[CH:31][C:30]=1[Cl:36])[C@H:11]1[CH2:16][CH2:15][C@H:14]([O:17]C(=O)C2C=CC(C)=CC=2Cl)[CH2:13][CH2:12]1)=[O:4].C1COCC1.[OH-].[Li+].Cl. Product: [Cl:36][C:30]1[CH:31]=[C:32]([CH3:35])[CH:33]=[CH:34][C:29]=1[C:28]([N:10]([C@H:11]1[CH2:12][CH2:13][C@H:14]([OH:17])[CH2:15][CH2:16]1)[C:9]1[CH:8]=[C:7]([C:38]#[C:39][C:40]([CH3:41])([CH3:42])[CH3:43])[S:6][C:5]=1[C:3]([OH:4])=[O:2])=[O:37]. The catalyst class is: 72.